Dataset: NCI-60 drug combinations with 297,098 pairs across 59 cell lines. Task: Regression. Given two drug SMILES strings and cell line genomic features, predict the synergy score measuring deviation from expected non-interaction effect. Drug 1: CCN(CC)CCNC(=O)C1=C(NC(=C1C)C=C2C3=C(C=CC(=C3)F)NC2=O)C. Drug 2: COC1=C2C(=CC3=C1OC=C3)C=CC(=O)O2. Cell line: IGROV1. Synergy scores: CSS=-4.95, Synergy_ZIP=8.27, Synergy_Bliss=-1.34, Synergy_Loewe=-4.34, Synergy_HSA=-6.12.